This data is from Catalyst prediction with 721,799 reactions and 888 catalyst types from USPTO. The task is: Predict which catalyst facilitates the given reaction. (1) Reactant: O1CCCC1.C([Sn](CCCC)(CCCC)[C:11]1[O:15][N:14]=[C:13]([CH2:16][C:17]2[CH:30]=[CH:29][C:20]([CH2:21][O:22][C:23]3[CH:28]=[CH:27][CH:26]=[CH:25][N:24]=3)=[CH:19][CH:18]=2)[CH:12]=1)CCC.[I:39]I.S([O-])([O-])(=O)=S.[Na+].[Na+]. Product: [I:39][C:11]1[O:15][N:14]=[C:13]([CH2:16][C:17]2[CH:30]=[CH:29][C:20]([CH2:21][O:22][C:23]3[CH:28]=[CH:27][CH:26]=[CH:25][N:24]=3)=[CH:19][CH:18]=2)[CH:12]=1. The catalyst class is: 13. (2) Reactant: [Br:1][C:2]1[CH:3]=[C:4]([CH:8]=[CH:9][C:10]=1[N:11]1[C:23]2[CH2:22][CH2:21][CH2:20][C:19](=O)[C:18]=2[C:17]2[C:12]1=[CH:13][CH:14]=[CH:15][CH:16]=2)[C:5]([NH2:7])=[O:6].Cl.[NH2:26][OH:27].CO. Product: [Br:1][C:2]1[CH:3]=[C:4]([CH:8]=[CH:9][C:10]=1[N:11]1[C:23]2[CH2:22][CH2:21][CH2:20][C:19](=[N:26][OH:27])[C:18]=2[C:17]2[C:12]1=[CH:13][CH:14]=[CH:15][CH:16]=2)[C:5]([NH2:7])=[O:6]. The catalyst class is: 66. (3) The catalyst class is: 7. Product: [NH2:2][CH2:1][CH:3]([C:4]1([OH:10])[CH2:9][CH2:8][CH2:7][CH2:6][CH2:5]1)[C:11]1[CH:12]=[CH:13][C:14]([O:17][CH2:18][C:19]2[CH:20]=[CH:21][CH:22]=[CH:23][CH:24]=2)=[CH:15][CH:16]=1. Reactant: [C:1]([CH:3]([C:11]1[CH:16]=[CH:15][C:14]([O:17][CH2:18][C:19]2[CH:24]=[CH:23][CH:22]=[CH:21][CH:20]=2)=[CH:13][CH:12]=1)[C:4]1([OH:10])[CH2:9][CH2:8][CH2:7][CH2:6][CH2:5]1)#[N:2].[BH4-].[Na+].II. (4) Reactant: C([O:4][C@@H:5]1[C@@H:13]([CH2:14][O:15]C(=O)C)[O:12][CH:11]2[CH:7]([N:8]=[C:9]([NH:19][CH2:20][CH:21]=[CH2:22])[S:10]2)[C@H:6]1[O:23]C(=O)C)(=O)C.C([O-])([O-])=O.[K+].[K+]. Product: [CH2:20]([NH:19][C:9]1[S:10][CH:11]2[O:12][C@H:13]([CH2:14][OH:15])[C@@H:5]([OH:4])[C@H:6]([OH:23])[CH:7]2[N:8]=1)[CH:21]=[CH2:22]. The catalyst class is: 5. (5) Reactant: Br[C:2]1[N:6]2[C:7]3[C:12]([N:13]=[C:14]([CH3:15])[C:5]2=[C:4]([CH3:17])[N:3]=1)=[CH:11][CH:10]=[C:9]([F:16])[CH:8]=3.[Cl:18][C:19]1[CH:20]=[C:21](B(O)O)[CH:22]=[CH:23][CH:24]=1.C([O-])([O-])=O.[K+].[K+]. Product: [Cl:18][C:19]1[CH:24]=[C:23]([C:2]2[N:6]3[C:7]4[C:12]([N:13]=[C:14]([CH3:15])[C:5]3=[C:4]([CH3:17])[N:3]=2)=[CH:11][CH:10]=[C:9]([F:16])[CH:8]=4)[CH:22]=[CH:21][CH:20]=1. The catalyst class is: 73. (6) Reactant: [F:1][C:2]1[CH:7]=[CH:6][C:5]([C:8]2([CH2:14][CH2:15][C:16]([OH:18])=O)[CH2:13][CH2:12][CH2:11][CH2:10][CH2:9]2)=[CH:4][CH:3]=1.C(Cl)(=O)C([Cl:22])=O. Product: [F:1][C:2]1[CH:7]=[CH:6][C:5]([C:8]2([CH2:14][CH2:15][C:16]([Cl:22])=[O:18])[CH2:13][CH2:12][CH2:11][CH2:10][CH2:9]2)=[CH:4][CH:3]=1. The catalyst class is: 120. (7) Reactant: [F:1][C:2]([F:28])([F:27])[C:3]1[CH:8]=[CH:7][C:6]([C:9]2[C:10]([C:15]([NH:17][C:18]3[CH:19]=[C:20]([C:24]([OH:26])=O)[N:21]([CH3:23])[CH:22]=3)=[O:16])=[CH:11][CH:12]=[CH:13][CH:14]=2)=[CH:5][CH:4]=1.[CH3:29][C:30]1([CH3:44])[CH2:35][CH2:34][N:33]([C:36]2[CH:43]=[CH:42][C:39]([CH2:40][NH2:41])=[CH:38][CH:37]=2)[CH2:32][CH2:31]1.CN(C(ON1N=NC2C=CC=CC1=2)=[N+](C)C)C.[B-](F)(F)(F)F.C(N(CC)CC)C. Product: [CH3:29][C:30]1([CH3:44])[CH2:35][CH2:34][N:33]([C:36]2[CH:37]=[CH:38][C:39]([CH2:40][NH:41][C:24]([C:20]3[N:21]([CH3:23])[CH:22]=[C:18]([NH:17][C:15]([C:10]4[C:9]([C:6]5[CH:5]=[CH:4][C:3]([C:2]([F:28])([F:1])[F:27])=[CH:8][CH:7]=5)=[CH:14][CH:13]=[CH:12][CH:11]=4)=[O:16])[CH:19]=3)=[O:26])=[CH:42][CH:43]=2)[CH2:32][CH2:31]1. The catalyst class is: 7.